This data is from Peptide-MHC class I binding affinity with 185,985 pairs from IEDB/IMGT. The task is: Regression. Given a peptide amino acid sequence and an MHC pseudo amino acid sequence, predict their binding affinity value. This is MHC class I binding data. (1) The peptide sequence is KSRNTTPMM. The MHC is HLA-B15:01 with pseudo-sequence HLA-B15:01. The binding affinity (normalized) is 0.0282. (2) The peptide sequence is RGRAATMAL. The MHC is HLA-A30:01 with pseudo-sequence HLA-A30:01. The binding affinity (normalized) is 0.823. (3) The binding affinity (normalized) is 0.0847. The peptide sequence is THYPTQNRF. The MHC is HLA-A01:01 with pseudo-sequence HLA-A01:01. (4) The peptide sequence is AARILSEKR. The MHC is HLA-A31:01 with pseudo-sequence HLA-A31:01. The binding affinity (normalized) is 0.668. (5) The peptide sequence is KIRLRPGGK. The MHC is HLA-A68:01 with pseudo-sequence HLA-A68:01. The binding affinity (normalized) is 0. (6) The peptide sequence is FERDISNVPF. The MHC is HLA-B40:02 with pseudo-sequence HLA-B40:02. The binding affinity (normalized) is 0.300. (7) The binding affinity (normalized) is 0.590. The peptide sequence is VTTIMFLAR. The MHC is HLA-A68:01 with pseudo-sequence HLA-A68:01.